From a dataset of Forward reaction prediction with 1.9M reactions from USPTO patents (1976-2016). Predict the product of the given reaction. (1) Given the reactants [CH3:1][C:2]1[O:3][C:4]([C:7]2[CH:12]=[CH:11][C:10]([N+:13]([O-])=O)=[CH:9][CH:8]=2)=[N:5][N:6]=1.C(O)C, predict the reaction product. The product is: [CH3:1][C:2]1[O:3][C:4]([C:7]2[CH:12]=[CH:11][C:10]([NH2:13])=[CH:9][CH:8]=2)=[N:5][N:6]=1. (2) Given the reactants C[Si]([N-][Si](C)(C)C)(C)C.[Li+].C1(C)C=CC=CC=1.[F:18][C:19]1[C:23]([S:24](=[O:36])(=[O:35])[NH:25][C:26]2([C:31]([F:34])([F:33])[F:32])[CH2:30][CH2:29][CH2:28][CH2:27]2)=[CH:22][N:21]([CH3:37])[C:20]=1[C:38](OCC)=[O:39].[NH2:43][C:44]1[CH:45]=[CH:46][C:47]([F:52])=[C:48]([CH:51]=1)[C:49]#[N:50], predict the reaction product. The product is: [C:49]([C:48]1[CH:51]=[C:44]([NH:43][C:38]([C:20]2[N:21]([CH3:37])[CH:22]=[C:23]([S:24](=[O:36])(=[O:35])[NH:25][C:26]3([C:31]([F:34])([F:32])[F:33])[CH2:27][CH2:28][CH2:29][CH2:30]3)[C:19]=2[F:18])=[O:39])[CH:45]=[CH:46][C:47]=1[F:52])#[N:50]. (3) Given the reactants C(O[C:4](=O)[C:5]1[CH:10]=[CH:9][C:8]([C:11]2[NH:20][C:14]3[N:15]=[CH:16][N:17]=[C:18](Cl)[C:13]=3[CH:12]=2)=[CH:7][CH:6]=1)C.[CH3:22][O:23][C:24]1[N:29]=[CH:28][C:27]([CH2:30][NH2:31])=[CH:26][CH:25]=1.CO[C:34]1[CH:41]=C[C:37](C#N)=[CH:36][N:35]=1.N.[CH3:43][CH2:44][N:45](CC)CC, predict the reaction product. The product is: [CH3:22][O:23][C:24]1[N:29]=[CH:28][C:27]([CH2:30][NH:31][C:18]2[C:13]3[CH:12]=[C:11]([C:8]4[CH:7]=[CH:6][C:5]([CH2:4][N:45]5[CH2:41][CH2:34][N:35]([CH2:36][CH3:37])[CH2:43][CH2:44]5)=[CH:10][CH:9]=4)[NH:20][C:14]=3[N:15]=[CH:16][N:17]=2)=[CH:26][CH:25]=1. (4) Given the reactants [S:1]1[C:5](B(O)O)=[CH:4][C:3]2[CH:9]=[CH:10][CH:11]=[CH:12][C:2]1=2.[Cl:13][C:14]1[CH:15]=[C:16]([CH2:20][N:21]2[CH:25]=[CH:24][N:23]=[C:22]2[CH3:26])[N:17]=[N:18][CH:19]=1, predict the reaction product. The product is: [ClH:13].[S:1]1[C:5]([C:14]2[CH:15]=[C:16]([CH2:20][N:21]3[CH:25]=[CH:24][N:23]=[C:22]3[CH3:26])[N:17]=[N:18][CH:19]=2)=[CH:4][C:3]2[CH:9]=[CH:10][CH:11]=[CH:12][C:2]1=2.